From a dataset of Reaction yield outcomes from USPTO patents with 853,638 reactions. Predict the reaction yield, written as a fraction of the theoretical maximum amount of product (1.0 means a 100% yield; for example, 0.34 means a 34% yield). (1) The reactants are Cl.[CH:2]1([C:8](=[NH:12])[O:9][CH2:10][CH3:11])[CH2:7][CH2:6][CH2:5][CH2:4][CH2:3]1.N1C(C)=CC(C)=CC=1C.Cl[C:23]([O:25][CH2:26][CH3:27])=[O:24]. No catalyst specified. The product is [CH2:26]([O:25][C:23]([N:12]=[C:8]([CH:2]1[CH2:7][CH2:6][CH2:5][CH2:4][CH2:3]1)[O:9][CH2:10][CH3:11])=[O:24])[CH3:27]. The yield is 0.960. (2) The reactants are C([O:3][C:4](=[O:25])[CH2:5][C:6]1[CH:11]=[C:10]([O:12][CH2:13][CH2:14][O:15][Si:16]([C:19]([CH3:22])([CH3:21])[CH3:20])([CH3:18])[CH3:17])[C:9]([F:23])=[CH:8][C:7]=1[Br:24])C.O[Li].O. The catalyst is CO. The product is [Br:24][C:7]1[CH:8]=[C:9]([F:23])[C:10]([O:12][CH2:13][CH2:14][O:15][Si:16]([C:19]([CH3:20])([CH3:22])[CH3:21])([CH3:17])[CH3:18])=[CH:11][C:6]=1[CH2:5][C:4]([OH:25])=[O:3]. The yield is 0.740. (3) The reactants are [N:1]1[CH:6]=[CH:5][CH:4]=[CH:3][C:2]=1[C:7]1[N:11]=[C:10]([C:12]2[CH:17]=[C:16]([C:18]([O:20][CH3:21])=[O:19])[CH:15]=[C:14](I)[CH:13]=2)[O:9][N:8]=1.[CH3:23][N:24](C)C=O. The catalyst is C(OCC)(=O)C.[C-]#N.[Zn+2].[C-]#N.C1C=CC([P]([Pd]([P](C2C=CC=CC=2)(C2C=CC=CC=2)C2C=CC=CC=2)([P](C2C=CC=CC=2)(C2C=CC=CC=2)C2C=CC=CC=2)[P](C2C=CC=CC=2)(C2C=CC=CC=2)C2C=CC=CC=2)(C2C=CC=CC=2)C2C=CC=CC=2)=CC=1. The product is [N:1]1[CH:6]=[CH:5][CH:4]=[CH:3][C:2]=1[C:7]1[N:11]=[C:10]([C:12]2[CH:17]=[C:16]([C:18]([O:20][CH3:21])=[O:19])[CH:15]=[C:14]([C:23]#[N:24])[CH:13]=2)[O:9][N:8]=1. The yield is 0.780. (4) The reactants are [NH2:1][C:2]1[CH:7]=[CH:6][C:5]([C:8]2[N:9]([CH:22]3[CH2:25][CH2:24][CH2:23]3)[C:10]3[C:15]([C:16]=2[C:17]#[N:18])=[CH:14][CH:13]=[C:12]([O:19][CH2:20][CH3:21])[CH:11]=3)=[CH:4][CH:3]=1.Cl[C:27](OC1C=CC([N+]([O-])=O)=CC=1)=[O:28].N1C=CC=CC=1.[NH:45]1[CH2:50][CH2:49][O:48][CH2:47][CH2:46]1. The catalyst is C(Cl)Cl. The product is [C:17]([C:16]1[C:15]2[C:10](=[CH:11][C:12]([O:19][CH2:20][CH3:21])=[CH:13][CH:14]=2)[N:9]([CH:22]2[CH2:23][CH2:24][CH2:25]2)[C:8]=1[C:5]1[CH:4]=[CH:3][C:2]([NH:1][C:27]([N:45]2[CH2:50][CH2:49][O:48][CH2:47][CH2:46]2)=[O:28])=[CH:7][CH:6]=1)#[N:18]. The yield is 1.00. (5) The reactants are [CH2:1]([N:8]1[C:16]2[C:11](=[C:12]([O:17]CC3C=CC=CC=3)[CH:13]=[CH:14][CH:15]=2)[CH:10]=[C:9]1[CH3:25])[C:2]1[CH:7]=[CH:6][CH:5]=[CH:4][CH:3]=1.C(OCC)(=O)C. The catalyst is [Pd].[Hg].CO. The product is [CH2:1]([N:8]1[C:16]2[CH:15]=[CH:14][CH:13]=[C:12]([OH:17])[C:11]=2[CH:10]=[C:9]1[CH3:25])[C:2]1[CH:3]=[CH:4][CH:5]=[CH:6][CH:7]=1. The yield is 0.490. (6) The product is [C:15]([O:14][C:12]([N:19]1[CH2:24][CH2:23][CH:22]([NH:1][C:2]2[CH:7]=[CH:6][CH:5]=[CH:4][C:3]=2[C:8]([F:9])([F:10])[F:11])[CH2:21][CH2:20]1)=[O:13])([CH3:18])([CH3:16])[CH3:17]. The reactants are [NH2:1][C:2]1[CH:7]=[CH:6][CH:5]=[CH:4][C:3]=1[C:8]([F:11])([F:10])[F:9].[C:12]([N:19]1[CH2:24][CH2:23][C:22](=O)[CH2:21][CH2:20]1)([O:14][C:15]([CH3:18])([CH3:17])[CH3:16])=[O:13].C([BH3-])#N.[Na+].[OH-].[Na+]. The yield is 0.950. The catalyst is C1COCC1.C(OCC)(=O)C.CC(C)[O-].[Ti+4].CC(C)[O-].CC(C)[O-].CC(C)[O-]. (7) The reactants are [O:1]1[CH2:6][CH2:5][N:4]([C:7]2[N:12]=[C:11]([N:13]3[CH2:18][CH2:17][O:16][CH2:15][CH2:14]3)[N:10]=[C:9]([C:19]3[CH:24]=[CH:23][C:22]([NH:25][C:26](=[O:37])[NH:27][C:28]4[CH:36]=[CH:35][C:31]([C:32](O)=[O:33])=[CH:30][CH:29]=4)=[CH:21][CH:20]=3)[N:8]=2)[CH2:3][CH2:2]1.CCN(C(C)C)C(C)C.CN(C(ON1N=NC2C=CC=CC1=2)=[N+](C)C)C.F[P-](F)(F)(F)(F)F.[N:71]1([CH:77]2[CH2:82][CH2:81][NH:80][CH2:79][CH2:78]2)[CH2:76][CH2:75][CH2:74][CH2:73][CH2:72]1. The catalyst is CN1C(=O)CCC1. The product is [N:71]1([CH:77]2[CH2:82][CH2:81][N:80]([C:32]([C:31]3[CH:30]=[CH:29][C:28]([NH:27][C:26]([NH:25][C:22]4[CH:21]=[CH:20][C:19]([C:9]5[N:10]=[C:11]([N:13]6[CH2:14][CH2:15][O:16][CH2:17][CH2:18]6)[N:12]=[C:7]([N:4]6[CH2:3][CH2:2][O:1][CH2:6][CH2:5]6)[N:8]=5)=[CH:24][CH:23]=4)=[O:37])=[CH:36][CH:35]=3)=[O:33])[CH2:79][CH2:78]2)[CH2:76][CH2:75][CH2:74][CH2:73][CH2:72]1. The yield is 0.600. (8) The reactants are [CH:1]1([C:4]([NH:6][C:7]2[N:8]=[C:9]3[CH:14]=[CH:13][C:12]([O:15][C:16]4[CH:17]=[C:18]([NH:22][C:23]([C:25]5[N:29]([CH3:30])[N:28]=[C:27]([CH3:31])[CH:26]=5)=[O:24])[CH:19]=[CH:20][CH:21]=4)=[CH:11][N:10]3[CH:32]=2)=[O:5])[CH2:3][CH2:2]1.O.[C:34]1([CH3:44])[CH:39]=[CH:38][C:37]([S:40]([OH:43])(=[O:42])=[O:41])=[CH:36][CH:35]=1. The catalyst is C(O)C.C(OCC)(=O)C. The product is [C:34]1([CH3:44])[CH:35]=[CH:36][C:37]([S:40]([OH:43])(=[O:41])=[O:42])=[CH:38][CH:39]=1.[CH:1]1([C:4]([NH:6][C:7]2[N:8]=[C:9]3[CH:14]=[CH:13][C:12]([O:15][C:16]4[CH:17]=[C:18]([NH:22][C:23]([C:25]5[N:29]([CH3:30])[N:28]=[C:27]([CH3:31])[CH:26]=5)=[O:24])[CH:19]=[CH:20][CH:21]=4)=[CH:11][N:10]3[CH:32]=2)=[O:5])[CH2:3][CH2:2]1. The yield is 0.670. (9) The reactants are Br[C:2]1[C:10]2[C:5](=[CH:6][N:7]=[C:8]([C:11]3[O:12][C:13]([CH3:16])=[N:14][N:15]=3)[CH:9]=2)[O:4][CH:3]=1.[Cl:17][C:18]1[CH:23]=[CH:22][CH:21]=[CH:20][C:19]=1B(O)O. No catalyst specified. The product is [Cl:17][C:18]1[CH:23]=[CH:22][CH:21]=[CH:20][C:19]=1[C:2]1[C:10]2[C:5](=[CH:6][N:7]=[C:8]([C:11]3[O:12][C:13]([CH3:16])=[N:14][N:15]=3)[CH:9]=2)[O:4][CH:3]=1. The yield is 0.210.